Predict the reaction yield, written as a fraction of the theoretical maximum amount of product (1.0 means a 100% yield; for example, 0.34 means a 34% yield). From a dataset of Reaction yield outcomes from USPTO patents with 853,638 reactions. (1) The reactants are C(OC(=O)[NH:7][CH2:8][C:9]1[CH:10]=[C:11]([C:15]2[CH:20]=[CH:19][CH:18]=[C:17]([CH2:21][NH:22][C:23]3[N:28]=[C:27]([N:29]4[CH2:35][CH2:34][C:33]5[N:36]=[CH:37][NH:38][C:32]=5[CH2:31][CH2:30]4)[C:26]([C:39]#[N:40])=[CH:25][N:24]=3)[C:16]=2[CH3:41])[CH:12]=[CH:13][CH:14]=1)(C)(C)C.Cl.O1CCOCC1. The catalyst is ClCCl. The product is [NH2:7][CH2:8][C:9]1[CH:10]=[C:11]([C:15]2[CH:20]=[CH:19][CH:18]=[C:17]([CH2:21][NH:22][C:23]3[N:28]=[C:27]([N:29]4[CH2:30][CH2:31][C:32]5[N:38]=[CH:37][NH:36][C:33]=5[CH2:34][CH2:35]4)[C:26]([C:39]#[N:40])=[CH:25][N:24]=3)[C:16]=2[CH3:41])[CH:12]=[CH:13][CH:14]=1. The yield is 0.850. (2) The reactants are [C:1]1([C:7]2[N:8]=[C:9]([C:12]3([CH2:18][NH2:19])[CH2:17][CH2:16][O:15][CH2:14][CH2:13]3)[S:10][CH:11]=2)[CH:6]=[CH:5][CH:4]=[CH:3][CH:2]=1.[C:20]([C:22]1[CH:23]=[C:24]([CH:28]=[C:29]([C:31]2[N:35]=[C:34]([C:36]([F:39])([F:38])[F:37])[O:33][N:32]=2)[CH:30]=1)[C:25](O)=[O:26])#[N:21]. No catalyst specified. The product is [C:20]([C:22]1[CH:23]=[C:24]([CH:28]=[C:29]([C:31]2[N:35]=[C:34]([C:36]([F:38])([F:39])[F:37])[O:33][N:32]=2)[CH:30]=1)[C:25]([NH:19][CH2:18][C:12]1([C:9]2[S:10][CH:11]=[C:7]([C:1]3[CH:2]=[CH:3][CH:4]=[CH:5][CH:6]=3)[N:8]=2)[CH2:13][CH2:14][O:15][CH2:16][CH2:17]1)=[O:26])#[N:21]. The yield is 0.300.